Dataset: Catalyst prediction with 721,799 reactions and 888 catalyst types from USPTO. Task: Predict which catalyst facilitates the given reaction. (1) Reactant: [CH3:1][O:2][C:3]1[CH:12]=[CH:11][C:10]([NH2:13])=[CH:9][C:4]=1[C:5]([O:7][CH3:8])=[O:6].C1C=C(O[C:21](OC2N=CC=CC=2)=[S:22])N=CC=1. Product: [CH3:1][O:2][C:3]1[CH:12]=[CH:11][C:10]([N:13]=[C:21]=[S:22])=[CH:9][C:4]=1[C:5]([O:7][CH3:8])=[O:6]. The catalyst class is: 4. (2) Reactant: C[O:2][C:3]([C:5]1[CH:10]=[CH:9][C:8]([C:11]2[C:12]([CH3:55])([CH3:54])[C@H:13]3[C@:26]([CH3:29])([CH2:27][CH:28]=2)[C@@H:25]2[C@:16]([CH3:53])([C@@:17]4([CH3:52])[C@H:22]([CH2:23][CH2:24]2)[C@H:21]2[C@H:30]([C:33]([CH3:35])=[CH2:34])[CH2:31][CH2:32][C@:20]2([C:36]([NH:38][CH2:39][CH2:40][C:41]([N:43]2[CH2:47][CH2:46][CH2:45][CH:44]2[C:48]([O:50]C)=[O:49])=[O:42])=[O:37])[CH2:19][CH2:18]4)[CH2:15][CH2:14]3)=[CH:7][CH:6]=1)=[O:4].[OH-].[Na+]. Product: [C:3]([C:5]1[CH:6]=[CH:7][C:8]([C:11]2[C:12]([CH3:55])([CH3:54])[C@H:13]3[C@:26]([CH3:29])([CH2:27][CH:28]=2)[C@@H:25]2[C@:16]([CH3:53])([C@@:17]4([CH3:52])[C@H:22]([CH2:23][CH2:24]2)[C@H:21]2[C@H:30]([C:33]([CH3:35])=[CH2:34])[CH2:31][CH2:32][C@:20]2([C:36]([NH:38][CH2:39][CH2:40][C:41]([N:43]2[CH2:47][CH2:46][CH2:45][CH:44]2[C:48]([OH:50])=[O:49])=[O:42])=[O:37])[CH2:19][CH2:18]4)[CH2:15][CH2:14]3)=[CH:9][CH:10]=1)([OH:4])=[O:2]. The catalyst class is: 393.